From a dataset of Full USPTO retrosynthesis dataset with 1.9M reactions from patents (1976-2016). Predict the reactants needed to synthesize the given product. (1) Given the product [F:38][C:39]([F:52])([F:51])[S:40]([O:31][C@@H:10]1[C@@H:9]([O:8][CH2:1][C:2]2[CH:7]=[CH:6][CH:5]=[CH:4][CH:3]=2)[C@H:14]([O:15][CH2:16][C:17]2[CH:22]=[CH:21][CH:20]=[CH:19][CH:18]=2)[C@H:13]([O:23][CH2:24][C:25]2[CH:26]=[CH:27][CH:28]=[CH:29][CH:30]=2)[O:12][CH2:11]1)(=[O:42])=[O:41], predict the reactants needed to synthesize it. The reactants are: [CH2:1]([O:8][C@H:9]1[C@H:14]([O:15][CH2:16][C:17]2[CH:22]=[CH:21][CH:20]=[CH:19][CH:18]=2)[C@H:13]([O:23][CH2:24][C:25]2[CH:30]=[CH:29][CH:28]=[CH:27][CH:26]=2)[O:12][CH2:11][C@H:10]1[OH:31])[C:2]1[CH:7]=[CH:6][CH:5]=[CH:4][CH:3]=1.N1C=CC=CC=1.[F:38][C:39]([F:52])([F:51])[S:40](O[S:40]([C:39]([F:52])([F:51])[F:38])(=[O:42])=[O:41])(=[O:42])=[O:41].Cl.C([O-])([O-])=O.[K+].[K+]. (2) The reactants are: C[O:2][C:3](=[O:15])[CH:4]([O:13][CH3:14])[CH2:5][C:6]1[CH:11]=[CH:10][CH:9]=[C:8]([OH:12])[CH:7]=1.Br[CH2:17][CH2:18][CH2:19][O:20][C:21]1[CH:26]=[CH:25][C:24]([O:27][C:28]2[CH:33]=[CH:32][CH:31]=[CH:30][CH:29]=2)=[CH:23][CH:22]=1. Given the product [CH3:14][O:13][CH:4]([CH2:5][C:6]1[CH:11]=[CH:10][CH:9]=[C:8]([O:12][CH2:17][CH2:18][CH2:19][O:20][C:21]2[CH:26]=[CH:25][C:24]([O:27][C:28]3[CH:33]=[CH:32][CH:31]=[CH:30][CH:29]=3)=[CH:23][CH:22]=2)[CH:7]=1)[C:3]([OH:2])=[O:15], predict the reactants needed to synthesize it. (3) Given the product [Cl:1][C:2]1[CH:31]=[C:30]([Cl:32])[CH:29]=[CH:28][C:3]=1[O:4][C:5]1[CH:10]=[CH:9][CH:8]=[CH:7][C:6]=1[NH:11][S:12]([C:15]1[CH:16]=[CH:17][C:18]([C:19]([NH:21][CH2:22][C:23](=[O:25])[NH:39][CH2:38][CH2:37][N:36]([CH:40]([CH3:42])[CH3:41])[CH:33]([CH3:35])[CH3:34])=[O:20])=[CH:26][CH:27]=1)(=[O:14])=[O:13], predict the reactants needed to synthesize it. The reactants are: [Cl:1][C:2]1[CH:31]=[C:30]([Cl:32])[CH:29]=[CH:28][C:3]=1[O:4][C:5]1[CH:10]=[CH:9][CH:8]=[CH:7][C:6]=1[NH:11][S:12]([C:15]1[CH:27]=[CH:26][C:18]([C:19]([NH:21][CH2:22][C:23]([OH:25])=O)=[O:20])=[CH:17][CH:16]=1)(=[O:14])=[O:13].[CH:33]([N:36]([CH:40]([CH3:42])[CH3:41])[CH2:37][CH2:38][NH2:39])([CH3:35])[CH3:34]. (4) Given the product [CH2:1]([O:8][CH2:9][C:10]([Cl:16])=[O:12])[C:2]1[CH:7]=[CH:6][CH:5]=[CH:4][CH:3]=1, predict the reactants needed to synthesize it. The reactants are: [CH2:1]([O:8][CH2:9][C:10]([OH:12])=O)[C:2]1[CH:7]=[CH:6][CH:5]=[CH:4][CH:3]=1.C(Cl)(=O)C([Cl:16])=O.CN(C=O)C. (5) Given the product [CH3:21][C:22]1[C:27]([C:2]2[N:11]=[C:10]([NH:12][CH2:13][CH2:14][C:15]3[CH:20]=[CH:19][N:18]=[CH:17][CH:16]=3)[C:9]3[C:4](=[CH:5][CH:6]=[CH:7][CH:8]=3)[N:3]=2)=[CH:26][N:25]2[CH:31]=[CH:32][N:33]=[C:24]2[CH:23]=1, predict the reactants needed to synthesize it. The reactants are: Cl[C:2]1[N:11]=[C:10]([NH:12][CH2:13][CH2:14][C:15]2[CH:20]=[CH:19][N:18]=[CH:17][CH:16]=2)[C:9]2[C:4](=[CH:5][CH:6]=[CH:7][CH:8]=2)[N:3]=1.[CH3:21][C:22]1[C:27](B(O)O)=[CH:26][N:25]2[CH:31]=[CH:32][N:33]=[C:24]2[CH:23]=1.C(NC1C2C(=CC=CC=2)N=C(C2SC3C=CC=CC=3C=2)N=1)(C1C=CC=CC=1)C1C=CC=CC=1. (6) The reactants are: [NH:1]1[CH2:5][CH2:4][C@@H:3]([NH:6][C:7]2[N:8]=[CH:9][C:10](/[CH:13]=[CH:14]/[C:15]([O:17][CH3:18])=[O:16])=[N:11][CH:12]=2)[CH2:2]1.[CH3:19]CN(C(C)C)C(C)C.[C:28]1([CH2:34][CH2:35][CH:36]=O)[CH:33]=[CH:32][CH:31]=[CH:30][CH:29]=1.C(O[BH-](OC(=O)C)OC(=O)C)(=O)C.[Na+].C([O-])(O)=O.[Na+]. Given the product [C:28]1([CH2:34][CH2:35][CH2:36][N:1]2[CH2:5][CH2:4][CH2:19][C@@H:3]([NH:6][C:7]3[N:8]=[CH:9][C:10](/[CH:13]=[CH:14]/[C:15]([O:17][CH3:18])=[O:16])=[N:11][CH:12]=3)[CH2:2]2)[CH:33]=[CH:32][CH:31]=[CH:30][CH:29]=1, predict the reactants needed to synthesize it. (7) Given the product [Cl:1][C:2]1[C:14]([Cl:15])=[C:13]([CH2:16][CH2:17][CH:18]([O:34][CH2:38][CH:39]2[CH2:44][CH2:43][CH2:42][CH2:41][CH2:40]2)[C:19]2[S:20][C:21]([C:24]3[CH:25]=[CH:26][C:27]([C:30]([F:31])([F:32])[F:33])=[CH:28][CH:29]=3)=[CH:22][CH:23]=2)[CH:12]=[CH:11][C:3]=1[O:4][C:5]([CH3:9])([CH3:10])[C:6]([OH:8])=[O:7], predict the reactants needed to synthesize it. The reactants are: [Cl:1][C:2]1[C:14]([Cl:15])=[C:13]([CH2:16][CH2:17][CH:18]([OH:34])[C:19]2[S:20][C:21]([C:24]3[CH:29]=[CH:28][C:27]([C:30]([F:33])([F:32])[F:31])=[CH:26][CH:25]=3)=[CH:22][CH:23]=2)[CH:12]=[CH:11][C:3]=1[O:4][C:5]([CH3:10])([CH3:9])[C:6]([OH:8])=[O:7].[H-].[Na+].Br[CH2:38][CH:39]1[CH2:44][CH2:43][CH2:42][CH2:41][CH2:40]1.